This data is from Reaction yield outcomes from USPTO patents with 853,638 reactions. The task is: Predict the reaction yield, written as a fraction of the theoretical maximum amount of product (1.0 means a 100% yield; for example, 0.34 means a 34% yield). (1) The reactants are [F:1][C:2]([F:11])([F:10])[C:3]1[CH:9]=[CH:8][CH:7]=[CH:6][C:4]=1[NH2:5].S(S([O-])=O)([O-])=O.[Na+].[Na+].C(=O)([O-])O.[Na+].[F:25][C:26]([F:35])([F:34])[C:27](I)([F:32])[C:28]([F:31])([F:30])[F:29]. The catalyst is S([O-])(O)(=O)=O.C([N+](CCCC)(CCCC)CCCC)CCC.O.C(OCC)(=O)C. The product is [F:25][C:26]([F:35])([F:34])[C:27]([F:32])([C:8]1[CH:7]=[CH:6][C:4]([NH2:5])=[C:3]([C:2]([F:10])([F:11])[F:1])[CH:9]=1)[C:28]([F:31])([F:30])[F:29]. The yield is 0.300. (2) The reactants are [NH2:1][C:2]1[CH:7]=[CH:6][C:5]([C:8]2[O:12][C:11]([C@H:13]([NH:24][C:25]3[CH:32]=[CH:31][C:28]([C:29]#[N:30])=[C:27]([Cl:33])[C:26]=3[CH3:34])[C@H:14]([O:16][Si:17]([C:20]([CH3:23])([CH3:22])[CH3:21])([CH3:19])[CH3:18])[CH3:15])=[N:10][N:9]=2)=[CH:4][CH:3]=1.[C:35](Cl)(=[O:37])[CH3:36]. The catalyst is C(Cl)Cl.N1C=CC=CC=1. The product is [Si:17]([O:16][C@H:14]([CH3:15])[C@H:13]([C:11]1[O:12][C:8]([C:5]2[CH:4]=[CH:3][C:2]([NH:1][C:35](=[O:37])[CH3:36])=[CH:7][CH:6]=2)=[N:9][N:10]=1)[NH:24][C:25]1[CH:32]=[CH:31][C:28]([C:29]#[N:30])=[C:27]([Cl:33])[C:26]=1[CH3:34])([C:20]([CH3:22])([CH3:23])[CH3:21])([CH3:19])[CH3:18]. The yield is 1.00. (3) The reactants are N[C:2]1[CH:3]=[C:4]([CH:9]=[CH:10][C:11]=1[Cl:12])[C:5]([O:7][CH3:8])=[O:6].Cl.N(O)=O.[OH-].[Na+].[C-:19]#[N:20].[Na+]. The catalyst is O. The product is [Cl:12][C:11]1[CH:10]=[CH:9][C:4]([C:5]([O:7][CH3:8])=[O:6])=[CH:3][C:2]=1[C:19]#[N:20]. The yield is 0.510. (4) The reactants are Cl.[NH2:2][C:3]12[CH2:10][CH2:9][C:6]([C:11]([O:13][CH2:14][CH3:15])=[O:12])([CH2:7][CH2:8]1)[CH2:5][CH2:4]2.C(=O)([O-])[O-].[K+].[K+].C1(S(O[CH2:32][C:33]([N:35]2[CH2:39][C@@H:38]([F:40])[CH2:37][C@H:36]2[C:41]([NH2:43])=[O:42])=[O:34])(=O)=O)C=CC=CC=1. The catalyst is CN(C)C=O. The product is [CH2:14]([O:13][C:11]([C:6]12[CH2:5][CH2:4][C:3]([NH:2][CH2:32][C:33]([N:35]3[CH2:39][C@@H:38]([F:40])[CH2:37][C@H:36]3[C:41]([NH2:43])=[O:42])=[O:34])([CH2:10][CH2:9]1)[CH2:8][CH2:7]2)=[O:12])[CH3:15]. The yield is 0.450. (5) The reactants are [Br:1][C:2]1[CH:7]=[CH:6][C:5]([NH:8][C:9]([C:16]2[CH:21]=[CH:20][CH:19]=[CH:18][CH:17]=2)=[CH:10][C:11]([O:13]CC)=O)=[CH:4][C:3]=1[O:22][CH3:23]. The catalyst is C1C=CC(C2C=CC=CC=2)=CC=1.C1C=CC(OC2C=CC=CC=2)=CC=1. The product is [Br:1][C:2]1[CH:7]=[C:6]2[C:5](=[CH:4][C:3]=1[O:22][CH3:23])[NH:8][C:9]([C:16]1[CH:17]=[CH:18][CH:19]=[CH:20][CH:21]=1)=[CH:10][C:11]2=[O:13]. The yield is 0.860.